This data is from Catalyst prediction with 721,799 reactions and 888 catalyst types from USPTO. The task is: Predict which catalyst facilitates the given reaction. (1) Reactant: [CH2:1]([C:3]1[N:7]([CH3:8])[C:6]2[CH:9]=[C:10]([N:13]3[CH:18]=[CH:17][C:16]([OH:19])=[CH:15][C:14]3=[O:20])[CH:11]=[CH:12][C:5]=2[N:4]=1)[CH3:2].[F:21][C:22]1[S:26][CH:25]=[C:24]([CH2:27][OH:28])[CH:23]=1.[CH2:38](P([CH2:38][CH2:39][CH2:40][CH3:41])[CH2:38][CH2:39][CH2:40][CH3:41])[CH2:39][CH2:40][CH3:41].N(C(N1CCCCC1)=O)=NC(N1CCCCC1)=O. Product: [CH2:1]([C:3]1[N:7]([CH3:8])[C:6]2[CH:9]=[C:10]([N:13]3[CH:18]=[CH:17][C:16]([O:19][CH2:27][C:24]4[CH:23]=[C:22]([F:21])[S:26][CH:25]=4)=[CH:15][C:14]3=[O:20])[CH:11]=[CH:12][C:5]=2[N:4]=1)[CH3:2].[CH2:1]([C:3]1[N:7]([CH3:8])[C:6]2[CH:9]=[C:10]([N:13]3[CH:18]=[CH:17][C:16]([O:19][CH2:41][C:40]4[CH:39]=[CH:38][S:26][C:22]=4[F:21])=[CH:15][C:14]3=[O:20])[CH:11]=[CH:12][C:5]=2[N:4]=1)[CH3:2].[CH2:1]([C:3]1[N:7]([CH3:8])[C:6]2[CH:9]=[C:10]([N:13]3[CH:18]=[CH:17][C:16]([O:28][CH2:27][C:24]4[CH:23]=[CH:22][S:26][CH:25]=4)=[CH:15][C:14]3=[O:20])[CH:11]=[CH:12][C:5]=2[N:4]=1)[CH3:2]. The catalyst class is: 90. (2) Reactant: [C:1]([NH:5][C:6]([C:8]1[C:16]2[C:11](=[N:12][CH:13]=[C:14]([C:17]3[C:25]4[C:20](=[CH:21][CH:22]=[C:23]([O:26][CH:27]([F:29])[F:28])[CH:24]=4)[NH:19][N:18]=3)[N:15]=2)[N:10](COCC[Si](C)(C)C)[CH:9]=1)=[O:7])([CH3:4])([CH3:3])[CH3:2].C(O)(C(F)(F)F)=O. Product: [C:1]([NH:5][C:6]([C:8]1[C:16]2[C:11](=[N:12][CH:13]=[C:14]([C:17]3[C:25]4[C:20](=[CH:21][CH:22]=[C:23]([O:26][CH:27]([F:29])[F:28])[CH:24]=4)[NH:19][N:18]=3)[N:15]=2)[NH:10][CH:9]=1)=[O:7])([CH3:4])([CH3:2])[CH3:3]. The catalyst class is: 4. (3) Reactant: C([O:3][C:4](=O)[C:5]([OH:22])([C:18]([F:21])([F:20])[F:19])[CH2:6][C:7](C1C=C(F)C=CC=1F)([CH3:9])[CH3:8])C.[H-].[Al+3].[Li+].[H-].[H-].[H-].C([O-])(O)=O.[Na+]. Product: [CH3:8][CH:7]([CH3:9])[CH2:6][C:5]([C:18]([F:19])([F:20])[F:21])([OH:22])[CH2:4][OH:3]. The catalyst class is: 757. (4) Reactant: [Cl:1][C:2]1[N:10]=[C:9]2[C:5]([NH:6][CH:7]=[N:8]2)=[C:4]([Cl:11])[N:3]=1.[O:12]1[CH:17]=[CH:16][CH2:15][CH2:14][CH2:13]1.O.C1(C)C=CC(S(O)(=O)=O)=CC=1. Product: [Cl:1][C:2]1[N:10]=[C:9]2[C:5]([N:6]=[CH:7][N:8]2[CH:13]2[CH2:14][CH2:15][CH2:16][CH2:17][O:12]2)=[C:4]([Cl:11])[N:3]=1. The catalyst class is: 4. (5) Reactant: C(OC(=O)[NH:7][CH2:8][CH2:9][N:10]1[C:19](=[O:20])[C:18]2[C:13](=[CH:14][CH:15]=[CH:16][CH:17]=2)[N:12]([CH2:21][C:22](=[O:35])[NH:23][C:24]2[CH:29]=[C:28]([Cl:30])[C:27]([O:31][CH3:32])=[CH:26][C:25]=2[O:33][CH3:34])[C:11]1=[O:36])(C)(C)C.[C:38]([OH:44])([C:40]([F:43])([F:42])[F:41])=[O:39].CCOC(C)=O. Product: [F:41][C:40]([F:43])([F:42])[C:38]([OH:44])=[O:39].[NH2:7][CH2:8][CH2:9][N:10]1[C:19](=[O:20])[C:18]2[C:13](=[CH:14][CH:15]=[CH:16][CH:17]=2)[N:12]([CH2:21][C:22]([NH:23][C:24]2[CH:29]=[C:28]([Cl:30])[C:27]([O:31][CH3:32])=[CH:26][C:25]=2[O:33][CH3:34])=[O:35])[C:11]1=[O:36]. The catalyst class is: 2. (6) Reactant: F[C:2]1[CH:7]=[CH:6][CH:5]=[C:4]([F:8])[N:3]=1.[C-:9]#[N:10].[Na+]. Product: [F:8][C:4]1[N:3]=[C:2]([C:9]#[N:10])[CH:7]=[CH:6][CH:5]=1. The catalyst class is: 197. (7) Reactant: Br[C:2]1[N:6]([C:7]([CH3:10])([CH3:9])[CH3:8])[N:5]=[CH:4][C:3]=1[C:11]1[S:12][CH:13]=[C:14]([CH2:16][C:17]([NH:19][CH2:20][CH:21]2[CH2:26][CH2:25][O:24][CH2:23][CH2:22]2)=[O:18])[N:15]=1.[C:27]([C:29]1[CH:34]=[CH:33][C:32](B(O)O)=[CH:31][CH:30]=1)#[N:28].P([O-])([O-])([O-])=O.[K+].[K+].[K+].COC1C=CC=C(OC)C=1C1C=CC=CC=1P(C1CCCCC1)C1CCCCC1. Product: [C:7]([N:6]1[C:2]([C:32]2[CH:33]=[CH:34][C:29]([C:27]#[N:28])=[CH:30][CH:31]=2)=[C:3]([C:11]2[S:12][CH:13]=[C:14]([CH2:16][C:17]([NH:19][CH2:20][CH:21]3[CH2:26][CH2:25][O:24][CH2:23][CH2:22]3)=[O:18])[N:15]=2)[CH:4]=[N:5]1)([CH3:10])([CH3:9])[CH3:8]. The catalyst class is: 493.